From a dataset of Forward reaction prediction with 1.9M reactions from USPTO patents (1976-2016). Predict the product of the given reaction. Given the reactants Br[C:2]1[CH:3]=[CH:4][C:5]([CH:8]2[CH2:12][CH2:11][CH2:10][N:9]2[S:13]([CH3:16])(=[O:15])=[O:14])=[N:6][CH:7]=1.[Cl:17][CH:18]([Cl:37])[C:19]([NH:21][C@H:22]([CH2:35][F:36])[C@H:23]([OH:34])[C:24]1[CH:29]=[CH:28][C:27]([Sn](C)(C)C)=[CH:26][CH:25]=1)=[O:20].O1C=CC=C1P(C1OC=CC=1)C1OC=CC=1, predict the reaction product. The product is: [Cl:17][CH:18]([Cl:37])[C:19]([NH:21][C@H:22]([CH2:35][F:36])[C@H:23]([OH:34])[C:24]1[CH:25]=[CH:26][C:27]([C:2]2[CH:7]=[N:6][C:5]([CH:8]3[CH2:12][CH2:11][CH2:10][N:9]3[S:13]([CH3:16])(=[O:15])=[O:14])=[CH:4][CH:3]=2)=[CH:28][CH:29]=1)=[O:20].